From a dataset of Full USPTO retrosynthesis dataset with 1.9M reactions from patents (1976-2016). Predict the reactants needed to synthesize the given product. The reactants are: I[C:2]1[CH:3]=[N:4][N:5]([CH:7]2[CH2:12][CH2:11][CH:10]([N:13]3[CH2:16][CH:15]([NH:17][C:18]([CH2:20][NH:21][C:22](=[O:33])[C:23]4[CH:28]=[CH:27][CH:26]=[C:25]([C:29]([F:32])([F:31])[F:30])[CH:24]=4)=[O:19])[CH2:14]3)[CH2:9][CH2:8]2)[CH:6]=1.[Si:34]([C:38]#[CH:39])([CH3:37])([CH3:36])[CH3:35].CCN(CC)CC. Given the product [F:30][C:29]([F:32])([F:31])[C:25]1[CH:24]=[C:23]([CH:28]=[CH:27][CH:26]=1)[C:22]([NH:21][CH2:20][C:18](=[O:19])[NH:17][CH:15]1[CH2:16][N:13]([CH:10]2[CH2:11][CH2:12][CH:7]([N:5]3[CH:6]=[C:2]([C:39]#[C:38][Si:34]([CH3:37])([CH3:36])[CH3:35])[CH:3]=[N:4]3)[CH2:8][CH2:9]2)[CH2:14]1)=[O:33], predict the reactants needed to synthesize it.